Dataset: Peptide-MHC class II binding affinity with 134,281 pairs from IEDB. Task: Regression. Given a peptide amino acid sequence and an MHC pseudo amino acid sequence, predict their binding affinity value. This is MHC class II binding data. (1) The peptide sequence is ASLFLHLVGIPTHRH. The MHC is H-2-IAb with pseudo-sequence H-2-IAb. The binding affinity (normalized) is 0.370. (2) The peptide sequence is QKRGIVKENIIDLTKI. The MHC is DRB1_1101 with pseudo-sequence DRB1_1101. The binding affinity (normalized) is 0.368. (3) The peptide sequence is AANKQKQELDEISTN. The MHC is HLA-DQA10401-DQB10402 with pseudo-sequence HLA-DQA10401-DQB10402. The binding affinity (normalized) is 0.0284. (4) The peptide sequence is RFKVAATAANAAPAN. The MHC is DRB1_1001 with pseudo-sequence DRB1_1001. The binding affinity (normalized) is 0.624. (5) The peptide sequence is PANDKFTVFEAAFNDAIKE. The MHC is HLA-DQA10501-DQB10301 with pseudo-sequence HLA-DQA10501-DQB10301. The binding affinity (normalized) is 0.466. (6) The peptide sequence is HVSCRVKLSALTLKG. The MHC is HLA-DQA10501-DQB10303 with pseudo-sequence HLA-DQA10501-DQB10303. The binding affinity (normalized) is 0.335. (7) The peptide sequence is YLQMNSLRAEDTAVY. The MHC is DRB1_1501 with pseudo-sequence DRB1_1501. The binding affinity (normalized) is 0.317. (8) The peptide sequence is FFYLLGLSAIMQVFF. The MHC is DRB1_0101 with pseudo-sequence DRB1_0101. The binding affinity (normalized) is 0.839. (9) The peptide sequence is AFSPEVIPMFSALSEGA. The MHC is DRB1_0802 with pseudo-sequence DRB1_0802. The binding affinity (normalized) is 0.764. (10) The peptide sequence is GMNPSHCNEMSWIQS. The MHC is DRB1_1001 with pseudo-sequence DRB1_1001. The binding affinity (normalized) is 0.382.